Dataset: Experimentally validated miRNA-target interactions with 360,000+ pairs, plus equal number of negative samples. Task: Binary Classification. Given a miRNA mature sequence and a target amino acid sequence, predict their likelihood of interaction. (1) The miRNA is hsa-miR-7110-5p with sequence UGGGGGUGUGGGGAGAGAGAG. The protein sequence of the target gene is MAVFLEAKDAHSVLKRFPRANEFLEELRQGTIERECMEEICSYEEVKEVFENKEKTMEFWKGYPNAVYSVRDPSQSSDAMYVVVPLLGVALLIVIALFIIWRCQLQKATRHHPSYAQNRYLASRAGHTLPRVMVYRGTVHSQGEPSGHREAANSPQVVLGPSRGGRTTVRLESTLYLPELSLSRLSSTTPPPSYEEVTAPQESSSEEASVSYSDPPPKYEEIVAANPGADK. Result: 0 (no interaction). (2) The miRNA is mmu-miR-412-5p with sequence UGGUCGACCAGCUGGAAAGUAAU. The protein sequence of the target gene is MKDSEGPQRPPLCFLSTLLSQKVPEKSDAVLRCIISGQPKPEVTWYKNGQAIDGSGIISNYEFFENQYIHVLHLSCCTKNDAAVYQISAKNSFGMICCSASVEVECSSENPQLSPNLEDDRDRGWKHETGTHEEERANQIDEKEHPYKEEESISPGTPRSADSSPSKSNHSLSLQSLGNLDISVSSSENPLGVKGTRHTGEAYDPSNTEEIANGLLFLNSSHIYEKQDRCCHKTVHSMASKFTDGDLNNDGPHDEGLRSSQQNPKVQKYISFSLPLSEATAHIYPGDSAVANKQPSPQLS.... Result: 0 (no interaction). (3) The miRNA is hsa-miR-542-3p with sequence UGUGACAGAUUGAUAACUGAAA. The protein sequence of the target gene is MAGPQQQPPYLHLAELTASQFLEIWKHFDADGNGYIEGKELENFFQELEKARKGSGMMSKSDNFGEKMKEFMQKYDKNSDGKIEMAELAQILPTEENFLLCFRQHVGSSAEFMEAWRKYDTDRSGYIEANELKGFLSDLLKKANRPYDEPKLQEYTQTILRMFDLNGDGKLGLSEMSRLLPVQENFLLKFQGMKLTSEEFNAIFTFYDKDRSGYIDEHELDALLKDLYEKNKKEMNIQQLTNYRKSVMSLAEAGKLYRKDLEIVLCSEPPM. Result: 0 (no interaction). (4) The miRNA is hsa-miR-4762-3p with sequence CUUCUGAUCAAGAUUUGUGGUG. The protein sequence of the target gene is MEPSVDANSITITVEGMTCISCVRTIEQQIGKVNGVHHIKVSLEEKSATIIYDPKLQTPKTLQEAIDDMGFDALLHNANPLPVLTNTVFLTVTAPLTLPWDHIQSTLLKTKGVTGVKISPQQRSAVVTIIPSVVSASQIVELVPDLSLDMGTQEKKSGACEEHSTPQAGEVMLKMKVEGMTCHSCTSTIEGKVGKLQGVQRIKVSLDNQEATIVFQPHLITAEEIKKQIEAVGFPAFIKKQPKYLKLGAIDVERLKNTPVKSSEGSQQKSPSYPSDSTTMFTIEGMHCKSCVSNIESALS.... Result: 0 (no interaction). (5) The miRNA is hsa-miR-6508-3p with sequence UGGGCCAUGCAUUUCUAGAACU. The protein sequence of the target gene is MARGKAKEEGSWKKFIWNSEKKEFLGRTGGSWFKILLFYVIFYGCLAGIFIGTIQVMLLTISELKPTYQDRVAPPGLTQIPQIQKTEISFRPNDPKSYEAYVLNIIRFLEKYKDSAQKDDMIFEDCGNVPSEPKERGDINHERGERKVCRFKLDWLGNCSGLNDDSYGYREGKPCIIIKLNRVLGFKPKPPKNESLETYPLMMKYNPNVLPVQCTGKRDEDKDKVGNIEYFGMGGYYGFPLQYYPYYGKLLQPKYLQPLLAVQFTNLTVDTEIRVECKAYGENIGYSEKDRFQGRFDVKI.... Result: 0 (no interaction). (6) The miRNA is mmu-miR-7648-5p with sequence CCGCGUUCCGGGCUCGGCGC. The protein sequence of the target gene is MTHLQAGLSPETLEKARLELNENPDTLHQDIQEVRDMVITRPDIGFLRTDDAFILRFLRARKFHHFEAFRLLAQYFEYRQQNLDMFKSFKATDPGIKQALKDGFPGGLANLDHYGRKILVLFAANWDQSRYTLVDILRAILLSLEAMIEDPELQVNGFVLIIDWSNFTFKQASKLTPNMLRLAIEGLQDSFPARFGGIHFVNQPWYIHALYTVIRPFLKEKTRKRIFLHGNNLNSLHQLIHPEILPSEFGGMLPPYDMGTWARTLLDHEYDDDSEYNVDSYNMPVKDVDKELSPKSMKRS.... Result: 0 (no interaction). (7) The miRNA is hsa-miR-29c-3p with sequence UAGCACCAUUUGAAAUCGGUUA. The protein sequence of the target gene is MTSPEIASLSWGQMKVKGSNTTYKDCKVWPGGSRTWDWRETGTEHSPGVQPADVKEVVEKGVQTLVIGRGMSEALKVPSSTVEYLKKHGIDVRVLQTEQAVKEYNALVAQGVRVGGVFHSTC. Result: 0 (no interaction). (8) The miRNA is hsa-miR-6784-5p with sequence GCCGGGGCUUUGGGUGAGGG. The protein sequence of the target gene is MCEGPSRISGPIPPDPTLCPDNYRRPTSAQGRLEGNALKLDLLTSDRALDTTAPRGPCIGPGAGEILERGQRGVGDVLLQLEGISLGPGASLKRKDPKDHEKENLRRIREIQKRFREQERSREQGQPRPLKALWRSPKYDKVESRVKAQLQEPGPASGTESAHFLRAHSRCGPGLPPPHVSSPQPTPPGPEAKEPGLGVDFIRHNARAAKRAPRRHSCSLQVLAQVLEQQRQAQEHYNATQKGHVPHYLLERRDLWRREAEARKQSQPDPAMPPGHTRMPENQRLETLTKLLQSQSQLLR.... Result: 0 (no interaction).